Dataset: Forward reaction prediction with 1.9M reactions from USPTO patents (1976-2016). Task: Predict the product of the given reaction. (1) Given the reactants C([O:3][C:4]([C:6]1[N:11]=[C:10]([CH:12]2[CH2:17][CH2:16][N:15]([C:18]([O:20][C:21]([CH3:24])([CH3:23])[CH3:22])=[O:19])[CH2:14][CH2:13]2)[CH:9]=[CH:8][CH:7]=1)=[O:5])C.[OH-].[Na+], predict the reaction product. The product is: [C:21]([O:20][C:18]([N:15]1[CH2:16][CH2:17][CH:12]([C:10]2[CH:9]=[CH:8][CH:7]=[C:6]([C:4]([OH:5])=[O:3])[N:11]=2)[CH2:13][CH2:14]1)=[O:19])([CH3:24])([CH3:22])[CH3:23]. (2) The product is: [C:18]1([C:15](=[N:10][NH:9][C:7](=[O:8])[C:6]2[C:5](=[C:4]([N+:1]([O-:3])=[O:2])[CH:13]=[CH:12][CH:11]=2)[OH:14])[CH3:16])[CH:23]=[CH:22][CH:21]=[CH:20][CH:19]=1. Given the reactants [N+:1]([C:4]1[CH:13]=[CH:12][CH:11]=[C:6]([C:7]([NH:9][NH2:10])=[O:8])[C:5]=1[OH:14])([O-:3])=[O:2].[C:15]([C:18]1[CH:23]=[CH:22][CH:21]=[CH:20][CH:19]=1)(=O)[CH3:16].C1(C)C=CC(S(O)(=O)=O)=CC=1, predict the reaction product. (3) Given the reactants [O:1]1[C:5]2([CH2:10][CH2:9][CH:8]([NH:11][C:12]3[CH:21]=[CH:20][C:19]([F:22])=[CH:18][C:13]=3[C:14]([O:16]C)=[O:15])[CH2:7][CH2:6]2)[O:4][CH2:3][CH2:2]1.[OH-].[Na+].O1CCCC1.Cl, predict the reaction product. The product is: [O:1]1[C:5]2([CH2:10][CH2:9][CH:8]([NH:11][C:12]3[CH:21]=[CH:20][C:19]([F:22])=[CH:18][C:13]=3[C:14]([OH:16])=[O:15])[CH2:7][CH2:6]2)[O:4][CH2:3][CH2:2]1. (4) Given the reactants [Br:1][C:2]1[CH:3]=[C:4]2[C:9](=[CH:10][CH:11]=1)[C:8](=[O:12])[NH:7][CH:6]=[C:5]2[S:13]([N:16]1[CH2:21][CH2:20][N:19]([C:22]([O:24][C:25]([CH3:28])([CH3:27])[CH3:26])=[O:23])[CH2:18][CH2:17]1)(=[O:15])=[O:14].Br[CH2:30][CH:31]1[CH2:33][CH2:32]1.C(=O)([O-])[O-].[K+].[K+], predict the reaction product. The product is: [C:22]([O:24][CH2:25][CH3:28])(=[O:23])[CH3:30].[CH3:11][CH2:2][CH2:3][CH:4]([CH3:9])[CH3:5].[Br:1][C:2]1[CH:3]=[C:4]2[C:9](=[CH:10][CH:11]=1)[C:8](=[O:12])[N:7]([CH2:30][CH:31]1[CH2:33][CH2:32]1)[CH:6]=[C:5]2[S:13]([N:16]1[CH2:21][CH2:20][N:19]([C:22]([O:24][C:25]([CH3:28])([CH3:27])[CH3:26])=[O:23])[CH2:18][CH2:17]1)(=[O:14])=[O:15].